The task is: Predict the product of the given reaction.. This data is from Forward reaction prediction with 1.9M reactions from USPTO patents (1976-2016). (1) Given the reactants [CH3:1][C:2]1[CH:12]=[CH:11][CH:10]=[C:4]2[C:5]([NH:7][C:8](=O)[C:3]=12)=O.CSC.B, predict the reaction product. The product is: [CH3:1][C:2]1[CH:12]=[CH:11][CH:10]=[C:4]2[C:3]=1[CH2:8][NH:7][CH2:5]2. (2) Given the reactants [CH2:1]([NH2:4])[CH2:2][CH3:3].[Cl:5][C:6]1[CH:11]=[CH:10][C:9]([N:12]2[C:16]3=[N:17][CH:18]=[CH:19][CH:20]=[C:15]3[N:14]=[C:13]2[C:21]([O:23]CC)=O)=[CH:8][C:7]=1[F:26], predict the reaction product. The product is: [Cl:5][C:6]1[CH:11]=[CH:10][C:9]([N:12]2[C:16]3=[N:17][CH:18]=[CH:19][CH:20]=[C:15]3[N:14]=[C:13]2[C:21]([NH:4][CH2:1][CH2:2][CH3:3])=[O:23])=[CH:8][C:7]=1[F:26]. (3) Given the reactants [OH:1][CH:2]1[O:7][C:6]([CH3:9])([CH3:8])[C:5]2[S:10][C:11](=S)[S:12][C:4]=2[C:3]1=[O:14].[OH2:15], predict the reaction product. The product is: [OH:1][CH:2]1[O:7][C:6]([CH3:9])([CH3:8])[C:5]2[S:10][C:11](=[O:15])[S:12][C:4]=2[C:3]1=[O:14]. (4) Given the reactants [C:1]([O:5][C:6](=[O:35])[NH:7][C@@H:8]([CH2:28][C:29]1[CH:34]=[CH:33][CH:32]=[CH:31][CH:30]=1)[C@@H:9]([OH:27])[CH2:10][C@H:11]([C:17](=[O:26])[NH:18][CH:19]1[CH2:24][CH:23]2[CH2:25][CH:20]1[CH2:21][CH2:22]2)[CH2:12][CH:13]=[C:14]([CH3:16])[CH3:15])([CH3:4])([CH3:3])[CH3:2], predict the reaction product. The product is: [C:1]([O:5][C:6](=[O:35])[NH:7][C@@H:8]([CH2:28][C:29]1[CH:34]=[CH:33][CH:32]=[CH:31][CH:30]=1)[C@@H:9]([OH:27])[CH2:10][C@H:11]([C:17](=[O:26])[NH:18][CH:19]1[CH2:24][CH:23]2[CH2:25][CH:20]1[CH2:21][CH2:22]2)[CH2:12][CH2:13][CH:14]([CH3:16])[CH3:15])([CH3:3])([CH3:4])[CH3:2]. (5) Given the reactants [CH2:1]1CCN2C(=NCCC2)CC1.[C:12]1([C:18]([C:23]2[CH:28]=[CH:27][CH:26]=[CH:25][CH:24]=2)([CH3:22])[C:19]([OH:21])=[O:20])[CH:17]=[CH:16][CH:15]=[CH:14][CH:13]=1.CI, predict the reaction product. The product is: [C:12]1([C:18]([C:23]2[CH:28]=[CH:27][CH:26]=[CH:25][CH:24]=2)([CH3:22])[C:19]([O:21][CH3:1])=[O:20])[CH:13]=[CH:14][CH:15]=[CH:16][CH:17]=1. (6) Given the reactants F[C:2]1[CH:3]=[CH:4][C:5]([N+:12]([O-:14])=[O:13])=[C:6]([C:8]([F:11])([F:10])[F:9])[CH:7]=1.C(N(CC)CC)C.[NH:22]1[CH2:27][CH2:26][O:25][CH2:24][CH2:23]1, predict the reaction product. The product is: [N+:12]([C:5]1[CH:4]=[CH:3][C:2]([N:22]2[CH2:27][CH2:26][O:25][CH2:24][CH2:23]2)=[CH:7][C:6]=1[C:8]([F:11])([F:10])[F:9])([O-:14])=[O:13]. (7) Given the reactants [CH3:1][C:2]1[O:3][C:4]2[C:5](=[C:7]([C:11]([OH:13])=O)[CH:8]=[CH:9][CH:10]=2)[N:6]=1.Cl.Cl.[NH2:16][C@H:17]1[CH:22]2[CH2:23][CH2:24][N:19]([CH2:20][CH2:21]2)[CH2:18]1.Cl.C(N=C=NCCCN(C)C)C.ON1C2C=CC=CC=2N=N1.C(N(CC)CC)C, predict the reaction product. The product is: [N:19]12[CH2:24][CH2:23][CH:22]([CH2:21][CH2:20]1)[C@H:17]([NH:16][C:11]([C:7]1[CH:8]=[CH:9][CH:10]=[C:4]3[O:3][C:2]([CH3:1])=[N:6][C:5]=13)=[O:13])[CH2:18]2. (8) Given the reactants C(OC([N:11]1[CH2:15][CH:14]([O:16][C:17]([N:19]2[CH2:24][CH2:23][O:22][CH2:21][CH2:20]2)=[O:18])[CH2:13][N:12]1[C:25](=[O:34])[CH2:26][C:27]1[CH:32]=[CH:31][C:30]([F:33])=[CH:29][CH:28]=1)=O)C1C=CC=CC=1, predict the reaction product. The product is: [F:33][C:30]1[CH:31]=[CH:32][C:27]([CH2:26][C:25]([N:12]2[CH2:13][CH:14]([O:16][C:17]([N:19]3[CH2:24][CH2:23][O:22][CH2:21][CH2:20]3)=[O:18])[CH2:15][NH:11]2)=[O:34])=[CH:28][CH:29]=1. (9) The product is: [CH3:1][O:2][C:3](=[O:21])[C:4]1[CH:9]=[CH:8][C:7]([C:22]#[N:23])=[C:6]([N+:18]([O-:20])=[O:19])[CH:5]=1. Given the reactants [CH3:1][O:2][C:3](=[O:21])[C:4]1[CH:9]=[CH:8][C:7](OS(C(F)(F)F)(=O)=O)=[C:6]([N+:18]([O-:20])=[O:19])[CH:5]=1.[CH3:22][N:23](C)C=O, predict the reaction product. (10) Given the reactants [H-].[Na+].[C:3]([C:5]1[CH:41]=[CH:40][C:8]([C:9]([NH:11][C:12]2[C:13]([C:36]([F:39])([F:38])[F:37])=[N:14][C:15]([O:18][CH2:19][C:20]3[C:21]([C:28]4[C:33]([Cl:34])=[CH:32][CH:31]=[CH:30][C:29]=4[Cl:35])=[N:22][O:23][C:24]=3[CH:25]([CH3:27])[CH3:26])=[CH:16][CH:17]=2)=[O:10])=[CH:7][CH:6]=1)#[N:4].I[CH3:43], predict the reaction product. The product is: [C:3]([C:5]1[CH:6]=[CH:7][C:8]([C:9]([N:11]([C:12]2[C:13]([C:36]([F:37])([F:39])[F:38])=[N:14][C:15]([O:18][CH2:19][C:20]3[C:21]([C:28]4[C:29]([Cl:35])=[CH:30][CH:31]=[CH:32][C:33]=4[Cl:34])=[N:22][O:23][C:24]=3[CH:25]([CH3:27])[CH3:26])=[CH:16][CH:17]=2)[CH3:43])=[O:10])=[CH:40][CH:41]=1)#[N:4].